From a dataset of Forward reaction prediction with 1.9M reactions from USPTO patents (1976-2016). Predict the product of the given reaction. (1) Given the reactants [F:1][C:2]1[CH:3]=[C:4]2[C:9](=[CH:10][CH:11]=1)[N:8]=[C:7]([CH:12]([NH:14]C(=O)OC(C)(C)C)[CH3:13])[C:6]([C:22]1[CH:27]=[CH:26][CH:25]=[CH:24][N:23]=1)=[C:5]2[C:28]1[O:29][C:30]([CH3:33])=[N:31][N:32]=1.O1CCOCC1, predict the reaction product. The product is: [F:1][C:2]1[CH:3]=[C:4]2[C:9](=[CH:10][CH:11]=1)[N:8]=[C:7]([CH:12]([NH2:14])[CH3:13])[C:6]([C:22]1[CH:27]=[CH:26][CH:25]=[CH:24][N:23]=1)=[C:5]2[C:28]1[O:29][C:30]([CH3:33])=[N:31][N:32]=1. (2) Given the reactants [OH:1][C:2]1[C:7]([CH3:8])=[CH:6][C:5]([C:9](=[O:13])[CH2:10][O:11][CH3:12])=[C:4]([CH3:14])[CH:3]=1.Br[CH2:16][C:17]1[CH:22]=[CH:21][CH:20]=[CH:19][C:18]=1/[C:23](=[CH:28]\[O:29][CH3:30])/[C:24]([O:26][CH3:27])=[O:25].C(=O)([O-])[O-].[K+].[K+], predict the reaction product. The product is: [CH3:30][O:29]/[CH:28]=[C:23](\[C:18]1[CH:19]=[CH:20][CH:21]=[CH:22][C:17]=1[CH2:16][O:1][C:2]1[CH:3]=[C:4]([CH3:14])[C:5]([C:9](=[O:13])[CH2:10][O:11][CH3:12])=[CH:6][C:7]=1[CH3:8])/[C:24]([O:26][CH3:27])=[O:25]. (3) Given the reactants [Br:1][CH2:2][CH2:3][C:4]([C:14]1[CH:19]=[CH:18][CH:17]=[CH:16][CH:15]=1)([C:8]1[CH:13]=[CH:12][CH:11]=[CH:10][CH:9]=1)[C:5](O)=[O:6].S(Cl)([Cl:22])=O.CN(C)C=O, predict the reaction product. The product is: [Br:1][CH2:2][CH2:3][C:4]([C:14]1[CH:19]=[CH:18][CH:17]=[CH:16][CH:15]=1)([C:8]1[CH:13]=[CH:12][CH:11]=[CH:10][CH:9]=1)[C:5]([Cl:22])=[O:6].